Dataset: NCI-60 drug combinations with 297,098 pairs across 59 cell lines. Task: Regression. Given two drug SMILES strings and cell line genomic features, predict the synergy score measuring deviation from expected non-interaction effect. (1) Drug 1: CC12CCC3C(C1CCC2=O)CC(=C)C4=CC(=O)C=CC34C. Drug 2: CN(CCCl)CCCl.Cl. Cell line: T-47D. Synergy scores: CSS=26.8, Synergy_ZIP=-5.67, Synergy_Bliss=-2.42, Synergy_Loewe=-12.3, Synergy_HSA=-2.40. (2) Drug 1: C1=CC(=CC=C1C#N)C(C2=CC=C(C=C2)C#N)N3C=NC=N3. Drug 2: CCC1(CC2CC(C3=C(CCN(C2)C1)C4=CC=CC=C4N3)(C5=C(C=C6C(=C5)C78CCN9C7C(C=CC9)(C(C(C8N6C=O)(C(=O)OC)O)OC(=O)C)CC)OC)C(=O)OC)O.OS(=O)(=O)O. Cell line: CAKI-1. Synergy scores: CSS=-0.213, Synergy_ZIP=-1.57, Synergy_Bliss=-6.28, Synergy_Loewe=-9.05, Synergy_HSA=-6.16. (3) Drug 1: CC1=C(C=C(C=C1)C(=O)NC2=CC(=CC(=C2)C(F)(F)F)N3C=C(N=C3)C)NC4=NC=CC(=N4)C5=CN=CC=C5. Drug 2: CC1=C(N=C(N=C1N)C(CC(=O)N)NCC(C(=O)N)N)C(=O)NC(C(C2=CN=CN2)OC3C(C(C(C(O3)CO)O)O)OC4C(C(C(C(O4)CO)O)OC(=O)N)O)C(=O)NC(C)C(C(C)C(=O)NC(C(C)O)C(=O)NCCC5=NC(=CS5)C6=NC(=CS6)C(=O)NCCC[S+](C)C)O. Cell line: M14. Synergy scores: CSS=23.8, Synergy_ZIP=-9.40, Synergy_Bliss=-3.71, Synergy_Loewe=0.456, Synergy_HSA=0.788. (4) Drug 1: C(=O)(N)NO. Drug 2: COC1=C2C(=CC3=C1OC=C3)C=CC(=O)O2. Cell line: NCIH23. Synergy scores: CSS=-0.217, Synergy_ZIP=-3.08, Synergy_Bliss=-10.1, Synergy_Loewe=-5.75, Synergy_HSA=-6.95. (5) Drug 1: C1CCN(CC1)CCOC2=CC=C(C=C2)C(=O)C3=C(SC4=C3C=CC(=C4)O)C5=CC=C(C=C5)O. Drug 2: CCCCCOC(=O)NC1=NC(=O)N(C=C1F)C2C(C(C(O2)C)O)O. Cell line: RXF 393. Synergy scores: CSS=4.33, Synergy_ZIP=-0.760, Synergy_Bliss=-0.419, Synergy_Loewe=-0.635, Synergy_HSA=-0.685. (6) Drug 1: CC(C1=C(C=CC(=C1Cl)F)Cl)OC2=C(N=CC(=C2)C3=CN(N=C3)C4CCNCC4)N. Cell line: A498. Drug 2: CCN(CC)CCNC(=O)C1=C(NC(=C1C)C=C2C3=C(C=CC(=C3)F)NC2=O)C. Synergy scores: CSS=6.55, Synergy_ZIP=-0.875, Synergy_Bliss=0.516, Synergy_Loewe=-0.795, Synergy_HSA=-0.650. (7) Drug 1: CNC(=O)C1=CC=CC=C1SC2=CC3=C(C=C2)C(=NN3)C=CC4=CC=CC=N4. Drug 2: CC(C)CN1C=NC2=C1C3=CC=CC=C3N=C2N. Cell line: HOP-62. Synergy scores: CSS=-4.01, Synergy_ZIP=2.54, Synergy_Bliss=0.721, Synergy_Loewe=-3.42, Synergy_HSA=-3.65. (8) Drug 1: CC1CCC2CC(C(=CC=CC=CC(CC(C(=O)C(C(C(=CC(C(=O)CC(OC(=O)C3CCCCN3C(=O)C(=O)C1(O2)O)C(C)CC4CCC(C(C4)OC)O)C)C)O)OC)C)C)C)OC. Drug 2: CN(CC1=CN=C2C(=N1)C(=NC(=N2)N)N)C3=CC=C(C=C3)C(=O)NC(CCC(=O)O)C(=O)O. Cell line: K-562. Synergy scores: CSS=54.7, Synergy_ZIP=1.61, Synergy_Bliss=-1.67, Synergy_Loewe=-15.8, Synergy_HSA=0.343.